This data is from Peptide-MHC class II binding affinity with 134,281 pairs from IEDB. The task is: Regression. Given a peptide amino acid sequence and an MHC pseudo amino acid sequence, predict their binding affinity value. This is MHC class II binding data. (1) The peptide sequence is DIYNYMEPYVSKVDP. The MHC is DRB1_1501 with pseudo-sequence DRB1_1501. The binding affinity (normalized) is 0.607. (2) The peptide sequence is ETALKKAITAMSE. The MHC is HLA-DPA10201-DPB10101 with pseudo-sequence HLA-DPA10201-DPB10101. The binding affinity (normalized) is 0.349. (3) The peptide sequence is PFCSHHFHELQLKDG. The MHC is DRB1_0801 with pseudo-sequence DRB1_0801. The binding affinity (normalized) is 0.466.